From a dataset of NCI-60 drug combinations with 297,098 pairs across 59 cell lines. Regression. Given two drug SMILES strings and cell line genomic features, predict the synergy score measuring deviation from expected non-interaction effect. Drug 1: C1CC(CCC1OC2=C(C(=CC=C2)Cl)F)(CC3=NC(=CC=C3)NC4=NC=CS4)C(=O)O. Drug 2: CC1(CCCN1)C2=NC3=C(C=CC=C3N2)C(=O)N. Cell line: OVCAR3. Synergy scores: CSS=19.7, Synergy_ZIP=-1.33, Synergy_Bliss=6.38, Synergy_Loewe=2.84, Synergy_HSA=7.36.